This data is from Full USPTO retrosynthesis dataset with 1.9M reactions from patents (1976-2016). The task is: Predict the reactants needed to synthesize the given product. (1) Given the product [CH:24]1([CH2:23][O:22][C:19]2[CH:18]=[CH:17][C:16]([CH2:15][N:2]3[CH2:3][CH2:4][C:5]4[C:10](=[CH:9][CH:8]=[C:7]([C:11](=[O:13])[CH3:12])[CH:6]=4)[CH2:1]3)=[CH:21][CH:20]=2)[CH2:25][CH2:26]1, predict the reactants needed to synthesize it. The reactants are: [CH2:1]1[C:10]2[C:5](=[CH:6][C:7]([C:11](=[O:13])[CH3:12])=[CH:8][CH:9]=2)[CH2:4][CH2:3][NH:2]1.Br[CH2:15][C:16]1[CH:21]=[CH:20][C:19]([O:22][CH2:23][CH:24]2[CH2:26][CH2:25]2)=[CH:18][CH:17]=1.C([O-])([O-])=O.[K+].[K+]. (2) Given the product [Br:6][C:7]1[CH:11]=[C:10]([B:19]([OH:20])[OH:18])[S:9][C:8]=1[CH3:13], predict the reactants needed to synthesize it. The reactants are: C([Li])CCC.[Br:6][C:7]1[CH:11]=[C:10](Br)[S:9][C:8]=1[CH3:13].C([O:18][B:19](OCCCC)[O:20]CCCC)CCC. (3) Given the product [CH3:24][S:21]([C:16]1[CH:17]=[CH:18][CH:19]=[CH:20][C:15]=1[S:12]([NH:11][C:8]1[CH:9]=[C:10]2[C:5](=[CH:6][CH:7]=1)[NH:4][N:3]=[C:2]2[C:32]1[C:41]2[C:36](=[CH:37][CH:38]=[CH:39][CH:40]=2)[CH:35]=[CH:34][CH:33]=1)(=[O:14])=[O:13])(=[O:22])=[O:23], predict the reactants needed to synthesize it. The reactants are: I[C:2]1[C:10]2[C:5](=[CH:6][CH:7]=[C:8]([NH:11][S:12]([C:15]3[CH:20]=[CH:19][CH:18]=[CH:17][C:16]=3[S:21]([CH3:24])(=[O:23])=[O:22])(=[O:14])=[O:13])[CH:9]=2)[N:4](C(OC(C)(C)C)=O)[N:3]=1.[C:32]1(B(O)O)[C:41]2[C:36](=[CH:37][CH:38]=[CH:39][CH:40]=2)[CH:35]=[CH:34][CH:33]=1.C(=O)([O-])O.[Na+].